Dataset: Full USPTO retrosynthesis dataset with 1.9M reactions from patents (1976-2016). Task: Predict the reactants needed to synthesize the given product. (1) Given the product [Br-:14].[CH2:11]([NH+:4]1[C:5]([CH3:9])=[CH:6][CH:7]([CH3:8])[N:2]([CH3:1])[C:3]1=[O:10])[CH:12]=[CH2:13], predict the reactants needed to synthesize it. The reactants are: [CH3:1][N:2]1[C:7]([CH3:8])=[CH:6][C:5]([CH3:9])=[N:4][C:3]1=[O:10].[CH2:11]([Br:14])[CH:12]=[CH2:13]. (2) Given the product [Cl:1][C:2]1[C:7]([NH:8][S:9]([CH2:12][CH2:13][CH3:14])(=[O:10])=[O:11])=[CH:6][CH:5]=[CH:4][C:3]=1[NH:15][C:16]([C:18]1[CH:19]=[CH:20][CH:21]=[C:22]2[C:27]=1[N:26]=[CH:25][N:24]=[C:23]2[NH2:28])=[O:17], predict the reactants needed to synthesize it. The reactants are: [Cl:1][C:2]1[C:7]([NH:8][S:9]([CH2:12][CH2:13][CH3:14])(=[O:11])=[O:10])=[CH:6][CH:5]=[CH:4][C:3]=1[NH:15][C:16]([C:18]1[CH:19]=[CH:20][CH:21]=[C:22]2[C:27]=1[N:26]=[CH:25][N:24]=[C:23]2[NH:28]CC1C=CC(OC)=CC=1OC)=[O:17].